From a dataset of Peptide-MHC class II binding affinity with 134,281 pairs from IEDB. Regression. Given a peptide amino acid sequence and an MHC pseudo amino acid sequence, predict their binding affinity value. This is MHC class II binding data. (1) The peptide sequence is MLGARYLEFEALGFL. The MHC is HLA-DQA10501-DQB10303 with pseudo-sequence HLA-DQA10501-DQB10303. The binding affinity (normalized) is 0. (2) The peptide sequence is DHGGACGYKDVDKPP. The MHC is HLA-DQA10101-DQB10501 with pseudo-sequence HLA-DQA10101-DQB10501. The binding affinity (normalized) is 0.256. (3) The peptide sequence is GPATPAAPAAGYTPA. The MHC is DRB1_0101 with pseudo-sequence DRB1_0101. The binding affinity (normalized) is 0.583. (4) The peptide sequence is RHYLHTLWKAGILYK. The MHC is DRB1_0802 with pseudo-sequence DRB1_0802. The binding affinity (normalized) is 0.669.